Task: Predict the reaction yield, written as a fraction of the theoretical maximum amount of product (1.0 means a 100% yield; for example, 0.34 means a 34% yield).. Dataset: Reaction yield outcomes from USPTO patents with 853,638 reactions (1) The reactants are [O:1]1[CH2:6][CH2:5][NH:4][C:3]2[N:7]=[CH:8][CH:9]=[CH:10][C:2]1=2.[C:11](O[C:11]([O:13][C:14]([CH3:17])([CH3:16])[CH3:15])=[O:12])([O:13][C:14]([CH3:17])([CH3:16])[CH3:15])=[O:12].[Li+].C[Si]([N-][Si](C)(C)C)(C)C. The catalyst is C1COCC1. The product is [C:14]([O:13][C:11]([N:4]1[CH2:5][CH2:6][O:1][C:2]2[CH:10]=[CH:9][CH:8]=[N:7][C:3]1=2)=[O:12])([CH3:17])([CH3:16])[CH3:15]. The yield is 0.800. (2) The reactants are [CH3:1][O:2][C:3](=[O:37])[C@@H:4]([NH:14][C:15]([C:17]1[C:18]([CH2:35][CH3:36])=[N:19][C:20]([NH:24][CH2:25][CH2:26][CH2:27][C:28]2[CH:33]=[CH:32][CH:31]=[C:30]([OH:34])[CH:29]=2)=[N:21][C:22]=1[CH3:23])=[O:16])[CH2:5][NH:6][C:7]([O:9]C(C)(C)C)=O.[C:38](O)([C:40](F)(F)F)=O.C(N(CC)CC)C.[S:52]1[CH:56]=CC=[C:53]1C(O)=O.CN(C(ON1N=NC2C=CC=CC1=2)=[N+](C)C)C.F[P-](F)(F)(F)(F)F.C1C=CC2N(O)N=NC=2C=1. The catalyst is C(Cl)Cl. The product is [CH3:1][O:2][C:3](=[O:37])[C@@H:4]([NH:14][C:15]([C:17]1[C:18]([CH2:35][CH3:36])=[N:19][C:20]([NH:24][CH2:25][CH2:26][CH2:27][C:28]2[CH:33]=[CH:32][CH:31]=[C:30]([OH:34])[CH:29]=2)=[N:21][C:22]=1[CH3:23])=[O:16])[CH2:5][NH:6][C:7]([C:53]1[S:52][CH:56]=[CH:38][CH:40]=1)=[O:9]. The yield is 0.820. (3) No catalyst specified. The reactants are [Cl:1][C:2]1[CH:7]=[C:6]([CH3:8])[CH:5]=[CH:4][C:3]=1[NH:9][C:10]1[N:15]2[N:16]=[CH:17][C:18]([S:19]([NH2:22])(=[O:21])=[O:20])=[C:14]2[N:13]=[CH:12][C:11]=1[C:23]([N:25]1[CH2:30][CH2:29][CH:28]([C:31]2[CH:36]=[CH:35][C:34]([F:37])=[CH:33][CH:32]=2)[CH2:27][CH2:26]1)=[O:24].[C:38](O)(=[O:41])[CH2:39][CH3:40]. The yield is 0.930. The product is [Cl:1][C:2]1[CH:7]=[C:6]([CH3:8])[CH:5]=[CH:4][C:3]=1[NH:9][C:10]1[N:15]2[N:16]=[CH:17][C:18]([S:19]([NH:22][C:38](=[O:41])[CH2:39][CH3:40])(=[O:21])=[O:20])=[C:14]2[N:13]=[CH:12][C:11]=1[C:23]([N:25]1[CH2:26][CH2:27][CH:28]([C:31]2[CH:32]=[CH:33][C:34]([F:37])=[CH:35][CH:36]=2)[CH2:29][CH2:30]1)=[O:24]. (4) The product is [F:1][C:2]1[C:3]([NH:27][C:28]2[CH:33]=[CH:32][C:31]([I:34])=[CH:30][C:29]=2[F:35])=[C:4]([C:9]([N:11]2[CH2:12][C:13]([CH2:16][N:17]([CH2:25][CH3:26])[C:18](=[O:24])[O:19][C:20]([CH3:23])([CH3:21])[CH3:22])([F:42])[CH2:14]2)=[O:10])[CH:5]=[CH:6][C:7]=1[F:8]. The yield is 0.700. The catalyst is C(Cl)(Cl)Cl. The reactants are [F:1][C:2]1[C:3]([NH:27][C:28]2[CH:33]=[CH:32][C:31]([I:34])=[CH:30][C:29]=2[F:35])=[C:4]([C:9]([N:11]2[CH2:14][C:13]([CH2:16][N:17]([CH2:25][CH3:26])[C:18](=[O:24])[O:19][C:20]([CH3:23])([CH3:22])[CH3:21])(O)[CH2:12]2)=[O:10])[CH:5]=[CH:6][C:7]=1[F:8].CCN(S(F)(F)[F:42])CC.